Dataset: Catalyst prediction with 721,799 reactions and 888 catalyst types from USPTO. Task: Predict which catalyst facilitates the given reaction. (1) Reactant: [O:1]([C:8]1[N:9]=[C:10]2[C:16]([C:17](O)=[O:18])=[CH:15][N:14]([CH2:20][O:21][CH2:22][CH2:23][Si:24]([CH3:27])([CH3:26])[CH3:25])[C:11]2=[N:12][CH:13]=1)[C:2]1[CH:7]=[CH:6][CH:5]=[CH:4][CH:3]=1.CN(C)CCCN=C=NCC.[CH:39]([NH2:42])([CH3:41])[CH3:40]. Product: [CH:39]([NH:42][C:17]([C:16]1[C:10]2[C:11](=[N:12][CH:13]=[C:8]([O:1][C:2]3[CH:7]=[CH:6][CH:5]=[CH:4][CH:3]=3)[N:9]=2)[N:14]([CH2:20][O:21][CH2:22][CH2:23][Si:24]([CH3:26])([CH3:25])[CH3:27])[CH:15]=1)=[O:18])([CH3:41])[CH3:40]. The catalyst class is: 143. (2) Reactant: [I:1][C:2]1[CH:7]=[CH:6][C:5]([C:8]([N:10]2[CH2:14][CH2:13][C@@H:12](OS(C)(=O)=O)[CH2:11]2)=[O:9])=[CH:4][CH:3]=1.[CH:20]1([NH2:23])[CH2:22][CH2:21]1.C([O-])([O-])=O.[K+].[K+]. Product: [CH:20]1([NH:23][C@H:12]2[CH2:13][CH2:14][N:10]([C:8]([C:5]3[CH:6]=[CH:7][C:2]([I:1])=[CH:3][CH:4]=3)=[O:9])[CH2:11]2)[CH2:22][CH2:21]1. The catalyst class is: 12. (3) Reactant: Cl.[Cl:2][C:3]1[N:8]=[C:7]([C:9]2[CH:10]=[N:11][N:12]([C:14]3([CH2:18][C:19]#[N:20])[CH2:17][NH:16][CH2:15]3)[CH:13]=2)[N:6]2[CH:21]=[CH:22][N:23]=[C:5]2[CH:4]=1.CCN(C(C)C)C(C)C.FC(F)(F)S(O[CH2:39][C:40]([F:43])([F:42])[F:41])(=O)=O. Product: [Cl:2][C:3]1[N:8]=[C:7]([C:9]2[CH:10]=[N:11][N:12]([C:14]3([CH2:18][C:19]#[N:20])[CH2:17][N:16]([CH2:39][C:40]([F:43])([F:42])[F:41])[CH2:15]3)[CH:13]=2)[N:6]2[CH:21]=[CH:22][N:23]=[C:5]2[CH:4]=1. The catalyst class is: 3. (4) Reactant: [O:1]=[C:2]([N:14]1[CH2:19][CH2:18][NH:17][CH2:16][CH2:15]1)[CH2:3][N:4]1[C:8](=[O:9])[C:7]2[CH:10]=[CH:11][CH:12]=[CH:13][C:6]=2[S:5]1.C(Cl)(=O)O.Cl[C:25]([O:27][C:28]1[CH:33]=[CH:32][C:31]([N+:34]([O-:36])=[O:35])=[CH:30][CH:29]=1)=[O:26]. Product: [O:9]=[C:8]1[C:7]2[CH:10]=[CH:11][CH:12]=[CH:13][C:6]=2[S:5][N:4]1[CH2:3][C:2]([N:14]1[CH2:19][CH2:18][N:17]([C:25]([O:27][C:28]2[CH:29]=[CH:30][C:31]([N+:34]([O-:36])=[O:35])=[CH:32][CH:33]=2)=[O:26])[CH2:16][CH2:15]1)=[O:1]. The catalyst class is: 79. (5) Reactant: Cl.[CH3:2][O:3][C:4](=[O:8])[CH2:5][CH2:6][NH2:7].C(N(CC)CC)C.[C:16](O[C:16]([O:18][C:19]([CH3:22])([CH3:21])[CH3:20])=[O:17])([O:18][C:19]([CH3:22])([CH3:21])[CH3:20])=[O:17]. Product: [CH3:2][O:3][C:4](=[O:8])[CH2:5][CH2:6][NH:7][C:16]([O:18][C:19]([CH3:22])([CH3:21])[CH3:20])=[O:17]. The catalyst class is: 5. (6) Reactant: [Cl:1][C:2]1[C:7]([O:8][CH3:9])=[C:6]([C:10]#[N:11])[CH:5]=[CH:4][C:3]=1[CH2:12][CH2:13][OH:14].N1C=CC=CC=1.[S:21](Cl)([CH3:24])(=[O:23])=[O:22]. Product: [CH3:24][S:21]([O:14][CH2:13][CH2:12][C:3]1[CH:4]=[CH:5][C:6]([C:10]#[N:11])=[C:7]([O:8][CH3:9])[C:2]=1[Cl:1])(=[O:23])=[O:22]. The catalyst class is: 2. (7) Reactant: Cl.[CH3:2][N:3]([CH3:10])[CH2:4][CH2:5][CH2:6][C:7](O)=[O:8].CN(C(ON1N=NC2C=CC=NC1=2)=[N+](C)C)C.F[P-](F)(F)(F)(F)F.C([O:37][C:38](=[O:66])[C@H:39]([NH2:65])[CH2:40][C@H:41]([NH:57][C:58]([C:60]1[N:61]=[N:62][NH:63][CH:64]=1)=[O:59])[CH2:42][C:43]1[CH:48]=[CH:47][C:46]([C:49]2[CH:54]=[C:53]([Cl:55])[CH:52]=[CH:51][C:50]=2[F:56])=[CH:45][CH:44]=1)C.CCN(C(C)C)C(C)C.[Li+].[OH-].O. Product: [Cl:55][C:53]1[CH:52]=[CH:51][C:50]([F:56])=[C:49]([C:46]2[CH:45]=[CH:44][C:43]([CH2:42][C@@H:41]([NH:57][C:58]([C:60]3[N:61]=[N:62][NH:63][CH:64]=3)=[O:59])[CH2:40][C@@H:39]([NH:65][C:7](=[O:8])[CH2:6][CH2:5][CH2:4][N:3]([CH3:10])[CH3:2])[C:38]([OH:37])=[O:66])=[CH:48][CH:47]=2)[CH:54]=1. The catalyst class is: 3.